Dataset: Reaction yield outcomes from USPTO patents with 853,638 reactions. Task: Predict the reaction yield, written as a fraction of the theoretical maximum amount of product (1.0 means a 100% yield; for example, 0.34 means a 34% yield). (1) The reactants are [H-].[Al+3].[Li+].[H-].[H-].[H-].[NH:7]1[C:15]2[C:10](=[CH:11][CH:12]=[C:13]3[CH2:19][CH2:18][CH2:17][CH2:16][C:14]3=2)[C:9](=O)[C:8]1=O.O.[OH-].[Na+]. The catalyst is O1CCCC1. The product is [NH:7]1[C:15]2[C:10](=[CH:11][CH:12]=[C:13]3[CH2:19][CH2:18][CH2:17][CH2:16][C:14]3=2)[CH:9]=[CH:8]1. The yield is 0.620. (2) The reactants are S(O[CH2:8][CH3:9])(OCC)(=O)=[O:2].[CH2:10]([N:12]([CH2:15][CH3:16])[CH2:13][CH3:14])[CH3:11].C(O)C.[OH-].[Na+]. No catalyst specified. The product is [OH-:2].[CH2:10]([N+:12]([CH2:8][CH3:9])([CH2:15][CH3:16])[CH2:13][CH3:14])[CH3:11]. The yield is 0.957. (3) The reactants are [CH2:1]([NH2:15])[CH2:2][CH2:3][CH2:4][CH2:5][CH2:6][CH2:7][CH2:8][CH2:9][CH2:10][CH2:11][CH2:12][CH2:13][CH3:14].[S:16](N)([NH2:19])(=[O:18])=[O:17]. No catalyst specified. The product is [CH2:1]([NH:15][S:16]([NH2:19])(=[O:18])=[O:17])[CH2:2][CH2:3][CH2:4][CH2:5][CH2:6][CH2:7][CH2:8][CH2:9][CH2:10][CH2:11][CH2:12][CH2:13][CH3:14]. The yield is 0.630. (4) The reactants are [Cl:1][C:2]1[CH:3]=[C:4]2[C:8](=[CH:9][CH:10]=1)[NH:7][CH:6]=[C:5]2[CH2:11][CH2:12][NH:13][C:14](=[O:28])[C:15]([NH:17][C@H:18]([CH2:21][C:22]1[CH:27]=[CH:26][CH:25]=[CH:24][CH:23]=1)[CH2:19][OH:20])=O.CC[N+](S(N=C(OC)[O-])(=O)=O)(CC)CC. The catalyst is C1COCC1. The product is [CH2:21]([C@@H:18]1[CH2:19][O:20][C:15]([C:14]([NH:13][CH2:12][CH2:11][C:5]2[C:4]3[C:8](=[CH:9][CH:10]=[C:2]([Cl:1])[CH:3]=3)[NH:7][CH:6]=2)=[O:28])=[N:17]1)[C:22]1[CH:27]=[CH:26][CH:25]=[CH:24][CH:23]=1. The yield is 0.0300.